Dataset: NCI-60 drug combinations with 297,098 pairs across 59 cell lines. Task: Regression. Given two drug SMILES strings and cell line genomic features, predict the synergy score measuring deviation from expected non-interaction effect. Drug 1: C1CCN(CC1)CCOC2=CC=C(C=C2)C(=O)C3=C(SC4=C3C=CC(=C4)O)C5=CC=C(C=C5)O. Drug 2: C1=NC(=NC(=O)N1C2C(C(C(O2)CO)O)O)N. Cell line: HOP-92. Synergy scores: CSS=10.8, Synergy_ZIP=-2.83, Synergy_Bliss=0.831, Synergy_Loewe=-0.666, Synergy_HSA=1.39.